This data is from Forward reaction prediction with 1.9M reactions from USPTO patents (1976-2016). The task is: Predict the product of the given reaction. (1) Given the reactants I[C:2]1[CH:8]=[C:7]([C:9]([F:12])([F:11])[F:10])[CH:6]=[CH:5][C:3]=1[NH2:4].[CH3:13]C1(C)CCCB(C)O1.C(=O)([O-])[O-].[K+].[K+], predict the reaction product. The product is: [CH3:13][C:2]1[CH:8]=[C:7]([C:9]([F:12])([F:11])[F:10])[CH:6]=[CH:5][C:3]=1[NH2:4]. (2) Given the reactants [CH2:1]([O:8][C:9]1[CH:18]=[CH:17][CH:16]=[C:15]2[C:10]=1[CH2:11][CH2:12][CH2:13][CH:14]2[C:19](O)=[O:20])[C:2]1[CH:7]=[CH:6][CH:5]=[CH:4][CH:3]=1.[NH2:22][C:23]1[CH:24]=[CH:25][C:26]([O:29][CH3:30])=[N:27][CH:28]=1, predict the reaction product. The product is: [CH2:1]([O:8][C:9]1[CH:18]=[CH:17][CH:16]=[C:15]2[C:10]=1[CH2:11][CH2:12][CH2:13][CH:14]2[C:19]([NH:22][C:23]1[CH:28]=[N:27][C:26]([O:29][CH3:30])=[CH:25][CH:24]=1)=[O:20])[C:2]1[CH:3]=[CH:4][CH:5]=[CH:6][CH:7]=1. (3) Given the reactants [C:1]([O:5][C:6]([N:8]1[CH2:13][CH2:12][CH2:11][C@@H:10]([C:14]([NH:16][NH:17][C:18]([C@H:20]2[CH2:26][CH2:25][C@@H:24]3[CH2:27][N:21]2[C:22](=[O:35])[N:23]3[O:28][CH2:29][C:30]([O:32]CC)=[O:31])=[O:19])=[O:15])[CH2:9]1)=[O:7])([CH3:4])([CH3:3])[CH3:2].[OH-].[Li+].S([O-])(O)(=O)=O.[K+].C(OCC)(=O)C, predict the reaction product. The product is: [C:1]([O:5][C:6]([N:8]1[CH2:13][CH2:12][CH2:11][C@@H:10]([C:14]([NH:16][NH:17][C:18]([C@H:20]2[CH2:26][CH2:25][C@@H:24]3[CH2:27][N:21]2[C:22](=[O:35])[N:23]3[O:28][CH2:29][C:30]([OH:32])=[O:31])=[O:19])=[O:15])[CH2:9]1)=[O:7])([CH3:4])([CH3:2])[CH3:3]. (4) Given the reactants [F:1][C:2]1[C:7]([OH:8])=[CH:6][CH:5]=[C:4]([F:9])[C:3]=1[C:10]1[N:15]=[C:14]([C:16]([O:18][CH3:19])=[O:17])[CH:13]=[CH:12][C:11]=1[F:20].C(=O)([O-])[O-].[Cs+].[Cs+].Br[CH2:28][CH2:29][O:30][Si:31]([C:34]([CH3:37])([CH3:36])[CH3:35])([CH3:33])[CH3:32], predict the reaction product. The product is: [Si:31]([O:30][CH2:29][CH2:28][O:8][C:7]1[C:2]([F:1])=[C:3]([C:10]2[N:15]=[C:14]([C:16]([O:18][CH3:19])=[O:17])[CH:13]=[CH:12][C:11]=2[F:20])[C:4]([F:9])=[CH:5][CH:6]=1)([C:34]([CH3:37])([CH3:36])[CH3:35])([CH3:33])[CH3:32]. (5) The product is: [F:1][C:2]([F:30])([F:29])[C:3]1[CH:8]=[C:7]([C:9]([F:12])([F:11])[F:10])[CH:6]=[CH:5][C:4]=1[C:13]1[CH:17]=[C:16]([CH2:18][N:19]2[CH:24]=[C:23]3[N:25]=[C:26]([C:33]4[CH:34]=[CH:35][S:31][CH:32]=4)[N:27]=[C:22]3[CH:21]=[N:20]2)[O:15][N:14]=1. Given the reactants [F:1][C:2]([F:30])([F:29])[C:3]1[CH:8]=[C:7]([C:9]([F:12])([F:11])[F:10])[CH:6]=[CH:5][C:4]=1[C:13]1[CH:17]=[C:16]([CH2:18][N:19]2[CH:24]=[C:23]3[N:25]=[C:26](Br)[N:27]=[C:22]3[CH:21]=[N:20]2)[O:15][N:14]=1.[S:31]1[CH:35]=[CH:34][C:33](B(O)O)=[CH:32]1, predict the reaction product.